From a dataset of Forward reaction prediction with 1.9M reactions from USPTO patents (1976-2016). Predict the product of the given reaction. (1) Given the reactants [C:1]1([S:7]([N:10]2[CH2:14][CH:13]([C:15](O)=[O:16])[N:12]([CH:18]3[CH2:23][CH2:22][CH2:21][CH2:20][CH2:19]3)[C:11]2=[O:24])(=[O:9])=[O:8])[CH:6]=[CH:5][CH:4]=[CH:3][CH:2]=1.[N:25]1([C:31]2[N:36]=[CH:35][C:34]([C:37]#[N:38])=[CH:33][CH:32]=2)[CH2:30][CH2:29][NH:28][CH2:27][CH2:26]1, predict the reaction product. The product is: [C:1]1([S:7]([N:10]2[CH2:14][CH:13]([C:15]([N:28]3[CH2:29][CH2:30][N:25]([C:31]4[CH:32]=[CH:33][C:34]([C:37]#[N:38])=[CH:35][N:36]=4)[CH2:26][CH2:27]3)=[O:16])[N:12]([CH:18]3[CH2:23][CH2:22][CH2:21][CH2:20][CH2:19]3)[C:11]2=[O:24])(=[O:8])=[O:9])[CH:6]=[CH:5][CH:4]=[CH:3][CH:2]=1. (2) The product is: [C:1]([O:5][C:6]([N:8]1[CH2:17][CH2:16][C:15]2[C:10](=[CH:11][C:12]([C:20]([OH:38])=[O:31])=[C:13]([O:18][CH3:19])[CH:14]=2)[CH:9]1[CH2:22][C:23]1[CH:28]=[CH:27][C:26]([Cl:29])=[C:25]([Cl:30])[CH:24]=1)=[O:7])([CH3:4])([CH3:3])[CH3:2]. Given the reactants [C:1]([O:5][C:6]([N:8]1[CH2:17][CH2:16][C:15]2[C:10](=[CH:11][C:12]([C:20]#N)=[C:13]([O:18][CH3:19])[CH:14]=2)[CH:9]1[CH2:22][C:23]1[CH:28]=[CH:27][C:26]([Cl:29])=[C:25]([Cl:30])[CH:24]=1)=[O:7])([CH3:4])([CH3:3])[CH3:2].[OH-:31].[K+].Cl.C(Cl)Cl.C[OH:38], predict the reaction product. (3) Given the reactants [C:1]([C:3]1([C:7]2[CH:8]=[C:9]([CH:14]=[CH:15][CH:16]=2)[C:10]([O:12]C)=[O:11])[CH2:6][CH2:5][CH2:4]1)#[N:2].[OH-].[Li+].O1CCCC1.CO, predict the reaction product. The product is: [C:1]([C:3]1([C:7]2[CH:8]=[C:9]([CH:14]=[CH:15][CH:16]=2)[C:10]([OH:12])=[O:11])[CH2:4][CH2:5][CH2:6]1)#[N:2]. (4) Given the reactants CC1C=CC(S(O[CH:12]([CH2:29][CH3:30])[C@@H:13]([NH:21][C:22]([O:24][C:25]([CH3:28])([CH3:27])[CH3:26])=[O:23])[CH2:14][CH:15]2[CH2:20][CH2:19][CH2:18][CH2:17][CH2:16]2)(=O)=O)=CC=1.[CH3:31][NH2:32], predict the reaction product. The product is: [CH:15]1([CH2:14][C@H:13]([NH:21][C:22](=[O:23])[O:24][C:25]([CH3:28])([CH3:27])[CH3:26])[CH:12]([NH:32][CH3:31])[CH2:29][CH3:30])[CH2:20][CH2:19][CH2:18][CH2:17][CH2:16]1. (5) Given the reactants [N+:1]([C:4]1[CH:12]=[C:11]2[C:7]([CH:8]=[CH:9][NH:10]2)=[CH:6][CH:5]=1)([O-:3])=[O:2].[H-].[Na+].[CH3:15]I.O, predict the reaction product. The product is: [CH3:15][N:10]1[C:11]2[C:7](=[CH:6][CH:5]=[C:4]([N+:1]([O-:3])=[O:2])[CH:12]=2)[CH:8]=[CH:9]1. (6) Given the reactants [C:1]([O:5][C:6](=[O:24])[NH:7][CH:8]([CH2:17][C:18]1[CH:23]=[CH:22][CH:21]=[CH:20][CH:19]=1)[CH:9]([OH:16])[CH2:10][NH:11][CH2:12][CH:13]([CH3:15])[CH3:14])([CH3:4])([CH3:3])[CH3:2].C(N(CC)CC)C.[CH2:32]([O:39][C:40](Cl)=[O:41])[C:33]1[CH:38]=[CH:37][CH:36]=[CH:35][CH:34]=1, predict the reaction product. The product is: [CH2:32]([O:39][C:40](=[O:41])[N:11]([CH2:10][CH:9]([OH:16])[CH:8]([NH:7][C:6]([O:5][C:1]([CH3:3])([CH3:4])[CH3:2])=[O:24])[CH2:17][C:18]1[CH:19]=[CH:20][CH:21]=[CH:22][CH:23]=1)[CH2:12][CH:13]([CH3:14])[CH3:15])[C:33]1[CH:38]=[CH:37][CH:36]=[CH:35][CH:34]=1. (7) Given the reactants [CH2:1]([N:8]1[CH2:17][C:16]([CH3:19])([CH3:18])[NH:15][CH2:14][C:9]21[CH2:13][CH2:12][CH2:11][CH2:10]2)[C:2]1[CH:7]=[CH:6][CH:5]=[CH:4][CH:3]=1.[C:20](O[C:20]([O:22][C:23]([CH3:26])([CH3:25])[CH3:24])=[O:21])([O:22][C:23]([CH3:26])([CH3:25])[CH3:24])=[O:21], predict the reaction product. The product is: [C:23]([O:22][C:20]([N:15]1[CH2:14][C:9]2([CH2:10][CH2:11][CH2:12][CH2:13]2)[N:8]([CH2:1][C:2]2[CH:3]=[CH:4][CH:5]=[CH:6][CH:7]=2)[CH2:17][C:16]1([CH3:19])[CH3:18])=[O:21])([CH3:26])([CH3:25])[CH3:24]. (8) Given the reactants [CH2:1]([CH:7]1[CH2:9][O:8]1)[CH2:2][CH2:3][CH2:4][CH:5]=[CH2:6].Cl[C:11]1[NH:12][C:13]2[CH:19]=[CH:18][CH:17]=[CH:16][C:14]=2[N:15]=1.C(=O)([O-])[O-].[Cs+].[Cs+], predict the reaction product. The product is: [CH2:1]([CH:7]1[O:8][C:11]2=[N:15][C:14]3[CH:16]=[CH:17][CH:18]=[CH:19][C:13]=3[N:12]2[CH2:9]1)[CH2:2][CH2:3][CH2:4][CH:5]=[CH2:6]. (9) Given the reactants [F:1][C:2]1[C:8]([F:9])=[CH:7][C:6]([F:10])=[C:5]([N+:11]([O-])=O)[C:3]=1[NH2:4], predict the reaction product. The product is: [NH2:11][C:5]1[C:6]([F:10])=[CH:7][C:8]([F:9])=[C:2]([F:1])[C:3]=1[NH2:4]. (10) Given the reactants [Cl-].[CH3:2][C:3]1[S:32][C:6]2=[N:7][C:8]([CH2:12][P+](C3C=CC=CC=3)(C3C=CC=CC=3)C3C=CC=CC=3)=[CH:9][C:10](=[O:11])[N:5]2[CH:4]=1.[H-].[Na+].[CH:35]1([CH2:38][O:39][C:40]2[C:47]([O:48][CH3:49])=[CH:46][CH:45]=[CH:44][C:41]=2[CH:42]=O)[CH2:37][CH2:36]1, predict the reaction product. The product is: [CH:35]1([CH2:38][O:39][C:40]2[C:47]([O:48][CH3:49])=[CH:46][CH:45]=[CH:44][C:41]=2/[CH:42]=[CH:12]/[C:8]2[N:7]=[C:6]3[S:32][C:3]([CH3:2])=[CH:4][N:5]3[C:10](=[O:11])[CH:9]=2)[CH2:36][CH2:37]1.